This data is from Full USPTO retrosynthesis dataset with 1.9M reactions from patents (1976-2016). The task is: Predict the reactants needed to synthesize the given product. (1) Given the product [C:1]([C:5]1[CH:6]=[CH:7][C:8]([S:11]([N:14]([CH2:15][C:16]([C:18]2[CH:19]=[CH:20][C:21]([O:24][CH3:25])=[CH:22][CH:23]=2)=[O:17])[CH3:26])(=[O:13])=[O:12])=[CH:9][CH:10]=1)([CH3:4])([CH3:2])[CH3:3], predict the reactants needed to synthesize it. The reactants are: [C:1]([C:5]1[CH:10]=[CH:9][C:8]([S:11]([NH:14][CH2:15][C:16]([C:18]2[CH:23]=[CH:22][C:21]([O:24][CH3:25])=[CH:20][CH:19]=2)=[O:17])(=[O:13])=[O:12])=[CH:7][CH:6]=1)([CH3:4])([CH3:3])[CH3:2].[C:26]([O-])([O-])=O.[K+].[K+].IC. (2) Given the product [Cl:1][C:2]1[N:7]=[C:6]([S:12][C:13]#[N:14])[C:5]([N+:9]([O-:11])=[O:10])=[CH:4][N:3]=1, predict the reactants needed to synthesize it. The reactants are: [Cl:1][C:2]1[N:7]=[C:6](Cl)[C:5]([N+:9]([O-:11])=[O:10])=[CH:4][N:3]=1.[S-:12][C:13]#[N:14].[K+]. (3) Given the product [Cl:18][C:19]1[CH:24]=[C:23]([Cl:25])[CH:22]=[C:21]([Cl:26])[C:20]=1[S:27]([NH:14][C:12]1[S:13][C:9]2[CH2:8][CH2:7][C:6]3[C:15](=[CH:16][CH:17]=[C:4]([O:3][CH3:2])[CH:5]=3)[C:10]=2[N:11]=1)(=[O:29])=[O:28], predict the reactants needed to synthesize it. The reactants are: Br.[CH3:2][O:3][C:4]1[CH:5]=[C:6]2[C:15](=[CH:16][CH:17]=1)[C:10]1[N:11]=[C:12]([NH2:14])[S:13][C:9]=1[CH2:8][CH2:7]2.[Cl:18][C:19]1[CH:24]=[C:23]([Cl:25])[CH:22]=[C:21]([Cl:26])[C:20]=1[S:27](Cl)(=[O:29])=[O:28]. (4) Given the product [CH2:1]([N:13]1[C:14]2[CH:19]=[CH:18][CH:17]=[CH:16][C:15]=2[N:11]=[C:12]1[C:20]1[C:21]([NH2:25])=[N:22][O:23][N:24]=1)[C:2]([C:4]1[CH:9]=[CH:8][CH:7]=[CH:6][CH:5]=1)=[O:3], predict the reactants needed to synthesize it. The reactants are: [CH2:1](Br)[C:2]([C:4]1[CH:9]=[CH:8][CH:7]=[CH:6][CH:5]=1)=[O:3].[NH:11]1[C:15]2[CH:16]=[CH:17][CH:18]=[CH:19][C:14]=2[N:13]=[C:12]1[C:20]1[C:21]([NH2:25])=[N:22][O:23][N:24]=1.C(=O)([O-])[O-].[K+].[K+]. (5) Given the product [OH:49][C:48]([C:50]([OH:52])=[O:51])([CH2:53][C:54]([OH:56])=[O:55])[CH2:47][C:46]([OH:58])=[O:57].[CH3:1][NH:2][CH2:3][C:4]([O:6][C@H:7]([CH3:45])[CH2:8][N:9]1[C:13]([CH3:14])=[C:12]([C:15](=[O:37])[NH:16][C:17]2[CH:22]=[CH:21][C:20]([O:23][C:24]3[C:33]4[C:28](=[CH:29][C:30]([O:34][CH3:35])=[CH:31][CH:32]=4)[N:27]=[CH:26][CH:25]=3)=[C:19]([F:36])[CH:18]=2)[C:11](=[O:38])[N:10]1[C:39]1[CH:40]=[CH:41][CH:42]=[CH:43][CH:44]=1)=[O:5], predict the reactants needed to synthesize it. The reactants are: [CH3:1][NH:2][CH2:3][C:4]([O:6][C@H:7]([CH3:45])[CH2:8][N:9]1[C:13]([CH3:14])=[C:12]([C:15](=[O:37])[NH:16][C:17]2[CH:22]=[CH:21][C:20]([O:23][C:24]3[C:33]4[C:28](=[CH:29][C:30]([O:34][CH3:35])=[CH:31][CH:32]=4)[N:27]=[CH:26][CH:25]=3)=[C:19]([F:36])[CH:18]=2)[C:11](=[O:38])[N:10]1[C:39]1[CH:44]=[CH:43][CH:42]=[CH:41][CH:40]=1)=[O:5].[C:46]([OH:58])(=[O:57])[CH2:47][C:48]([CH2:53][C:54]([OH:56])=[O:55])([C:50]([OH:52])=[O:51])[OH:49]. (6) Given the product [NH2:17][C:13]1[N:12]=[C:11]([N:8]2[C:9]3[C:5](=[CH:4][CH:3]=[C:2]([C:35]#[C:34][C@@:32]([C:27]4[N:26]=[CH:31][CH:30]=[CH:29][N:28]=4)([OH:36])[CH3:33])[CH:10]=3)[C:6]([C:18]([N:20]3[CH2:25][CH2:24][O:23][CH2:22][CH2:21]3)=[O:19])=[N:7]2)[CH:16]=[CH:15][N:14]=1, predict the reactants needed to synthesize it. The reactants are: I[C:2]1[CH:10]=[C:9]2[C:5]([C:6]([C:18]([N:20]3[CH2:25][CH2:24][O:23][CH2:22][CH2:21]3)=[O:19])=[N:7][N:8]2[C:11]2[CH:16]=[CH:15][N:14]=[C:13]([NH2:17])[N:12]=2)=[CH:4][CH:3]=1.[N:26]1[CH:31]=[CH:30][CH:29]=[N:28][C:27]=1[C@@:32]([OH:36])([C:34]#[CH:35])[CH3:33]. (7) Given the product [CH:1]([O:4][C:5]1[CH:10]=[CH:9][CH:8]=[CH:7][C:6]=1[C:11]1[C:12]2[C:13]3[CH2:24][CH2:23][NH:22][CH2:21][CH2:20][C:14]=3[NH:15][C:16]=2[CH:17]=[CH:18][CH:19]=1)([CH3:26])[CH3:2], predict the reactants needed to synthesize it. The reactants are: [CH2:1]([O:4][C:5]1[CH:10]=[CH:9][CH:8]=[CH:7][C:6]=1[C:11]1[C:12]2[C:13]3[CH2:24][CH2:23][NH:22][CH2:21][CH2:20][C:14]=3[NH:15][C:16]=2[CH:17]=[CH:18][CH:19]=1)[CH2:2]C.I[CH2:26]CC.